From a dataset of Forward reaction prediction with 1.9M reactions from USPTO patents (1976-2016). Predict the product of the given reaction. Given the reactants [C:1]([C@H:3]1[CH2:7][CH2:6][C@H:5]([NH:8][C:9](=[O:15])[O:10][C:11]([CH3:14])([CH3:13])[CH3:12])[CH2:4]1)#[N:2].Cl.[NH2:17][OH:18].C(=O)([O-])[O-].[Na+].[Na+], predict the reaction product. The product is: [NH2:2]/[C:1](=[N:17]\[OH:18])/[C@H:3]1[CH2:7][CH2:6][C@H:5]([NH:8][C:9](=[O:15])[O:10][C:11]([CH3:12])([CH3:14])[CH3:13])[CH2:4]1.